From a dataset of Reaction yield outcomes from USPTO patents with 853,638 reactions. Predict the reaction yield, written as a fraction of the theoretical maximum amount of product (1.0 means a 100% yield; for example, 0.34 means a 34% yield). The reactants are [F:1][C:2]1([F:33])[O:6][C:5]2[CH:7]=[CH:8][C:9]([C:11]3([C:14]([NH:16][C:17]4[N:22]=[C:21]([C:23]5[CH:24]=[C:25]([CH:29]=[CH:30][CH:31]=5)[C:26](O)=[O:27])[C:20]([CH3:32])=[CH:19][CH:18]=4)=[O:15])[CH2:13][CH2:12]3)=[CH:10][C:4]=2[O:3]1.[CH3:34][S:35]([NH2:38])(=[O:37])=[O:36].C(N(CC)CC)C. The catalyst is ClCCl. The product is [F:33][C:2]1([F:1])[O:6][C:5]2[CH:7]=[CH:8][C:9]([C:11]3([C:14]([NH:16][C:17]4[N:22]=[C:21]([C:23]5[CH:24]=[C:25]([CH:29]=[CH:30][CH:31]=5)[C:26]([NH:38][S:35]([CH3:34])(=[O:37])=[O:36])=[O:27])[C:20]([CH3:32])=[CH:19][CH:18]=4)=[O:15])[CH2:13][CH2:12]3)=[CH:10][C:4]=2[O:3]1. The yield is 0.300.